From a dataset of Forward reaction prediction with 1.9M reactions from USPTO patents (1976-2016). Predict the product of the given reaction. (1) The product is: [Br:1][C:2]1[CH:3]=[CH:4][C:5]([F:9])=[C:6]([O:8][CH2:11][O:12][CH3:13])[CH:7]=1. Given the reactants [Br:1][C:2]1[CH:3]=[CH:4][C:5]([F:9])=[C:6]([OH:8])[CH:7]=1.Cl[CH2:11][O:12][CH3:13].C([O-])([O-])=O.[K+].[K+], predict the reaction product. (2) Given the reactants [Cl:1][C:2]1[N:11]=[C:10](Cl)[C:9]2[C:4](=[CH:5][CH:6]=[CH:7][CH:8]=2)[N:3]=1.[N:13]1([C:19]([CH:21]2[CH2:26][CH2:25][CH2:24][NH:23][CH2:22]2)=[O:20])[CH2:18][CH2:17][O:16][CH2:15][CH2:14]1, predict the reaction product. The product is: [Cl:1][C:2]1[N:11]=[C:10]([N:23]2[CH2:24][CH2:25][CH2:26][CH:21]([C:19]([N:13]3[CH2:14][CH2:15][O:16][CH2:17][CH2:18]3)=[O:20])[CH2:22]2)[C:9]2[C:4](=[CH:5][CH:6]=[CH:7][CH:8]=2)[N:3]=1. (3) Given the reactants O=[C:2]1[O:7][C:6]([C:8]2[CH:13]=[CH:12][CH:11]=[CH:10][C:9]=2[O:14]C(=O)C)=[N:5][C:4]2[CH:18]=[CH:19][CH:20]=[CH:21][C:3]1=2.[CH3:22][C:23]1[CH:30]=[CH:29][C:26]([CH2:27][NH2:28])=[CH:25][CH:24]=1, predict the reaction product. The product is: [OH:14][C:9]1[CH:10]=[CH:11][CH:12]=[CH:13][C:8]=1[C:6]1[N:28]([CH2:27][C:26]2[CH:29]=[CH:30][C:23]([CH3:22])=[CH:24][CH:25]=2)[C:2](=[O:7])[C:3]2[C:4](=[CH:18][CH:19]=[CH:20][CH:21]=2)[N:5]=1. (4) Given the reactants [NH:1]1[C:9]2[C:4](=[CH:5][CH:6]=[C:7]([S:10]([OH:13])(=[O:12])=[O:11])[CH:8]=2)[CH2:3][CH2:2]1.[C:14](OC(=O)C)(=[O:16])[CH3:15].N1C=CC=CC=1, predict the reaction product. The product is: [C:14]([N:1]1[C:9]2[C:4](=[CH:5][CH:6]=[C:7]([S:10]([OH:13])(=[O:11])=[O:12])[CH:8]=2)[CH2:3][CH2:2]1)(=[O:16])[CH3:15]. (5) Given the reactants Cl[C:2]1[N:7]=[C:6]([NH2:8])[N:5]=[C:4]([NH:9][CH:10]2[CH2:12][CH2:11]2)[CH:3]=1.[F:13][C:14]1[CH:19]=[CH:18][C:17](B(O)O)=[C:16]([CH3:23])[C:15]=1[CH3:24], predict the reaction product. The product is: [CH:10]1([NH:9][C:4]2[CH:3]=[C:2]([C:17]3[CH:18]=[CH:19][C:14]([F:13])=[C:15]([CH3:24])[C:16]=3[CH3:23])[N:7]=[C:6]([NH2:8])[N:5]=2)[CH2:12][CH2:11]1. (6) Given the reactants F[P-](F)(F)(F)(F)F.C[N+](C)=[C:10](N(C)C)[O:11][N:12]1[C:16]2N=CC=CC=2N=N1.CCN(C(C)C)C(C)C.[Br:34][C:35]1[CH:36]=[CH:37][C:38]([C:41]([OH:43])=O)=[N:39][CH:40]=1, predict the reaction product. The product is: [Br:34][C:35]1[CH:36]=[CH:37][C:38]([C:41]([N:12]([O:11][CH3:10])[CH3:16])=[O:43])=[N:39][CH:40]=1.